Dataset: NCI-60 drug combinations with 297,098 pairs across 59 cell lines. Task: Regression. Given two drug SMILES strings and cell line genomic features, predict the synergy score measuring deviation from expected non-interaction effect. (1) Drug 1: C1CCC(C1)C(CC#N)N2C=C(C=N2)C3=C4C=CNC4=NC=N3. Drug 2: CC1CCC2CC(C(=CC=CC=CC(CC(C(=O)C(C(C(=CC(C(=O)CC(OC(=O)C3CCCCN3C(=O)C(=O)C1(O2)O)C(C)CC4CCC(C(C4)OC)OCCO)C)C)O)OC)C)C)C)OC. Cell line: NCI-H226. Synergy scores: CSS=14.8, Synergy_ZIP=-6.70, Synergy_Bliss=-2.51, Synergy_Loewe=-1.64, Synergy_HSA=-0.259. (2) Drug 1: CS(=O)(=O)C1=CC(=C(C=C1)C(=O)NC2=CC(=C(C=C2)Cl)C3=CC=CC=N3)Cl. Drug 2: CC1=CC=C(C=C1)C2=CC(=NN2C3=CC=C(C=C3)S(=O)(=O)N)C(F)(F)F. Cell line: UO-31. Synergy scores: CSS=13.0, Synergy_ZIP=-9.99, Synergy_Bliss=-14.5, Synergy_Loewe=-12.5, Synergy_HSA=-12.4. (3) Synergy scores: CSS=-5.30, Synergy_ZIP=-1.19, Synergy_Bliss=-6.02, Synergy_Loewe=-13.4, Synergy_HSA=-9.76. Drug 1: C1=CC=C(C=C1)NC(=O)CCCCCCC(=O)NO. Drug 2: C1CC(=O)NC(=O)C1N2C(=O)C3=CC=CC=C3C2=O. Cell line: BT-549. (4) Synergy scores: CSS=44.6, Synergy_ZIP=-3.44, Synergy_Bliss=-4.55, Synergy_Loewe=-2.15, Synergy_HSA=0.382. Drug 1: C1=C(C(=O)NC(=O)N1)F. Cell line: MDA-MB-435. Drug 2: CC1=C2C(C(=O)C3(C(CC4C(C3C(C(C2(C)C)(CC1OC(=O)C(C(C5=CC=CC=C5)NC(=O)C6=CC=CC=C6)O)O)OC(=O)C7=CC=CC=C7)(CO4)OC(=O)C)O)C)OC(=O)C.